This data is from Catalyst prediction with 721,799 reactions and 888 catalyst types from USPTO. The task is: Predict which catalyst facilitates the given reaction. (1) Reactant: Cl.[OH:2][CH:3]1[O:11][C@H:10]([CH2:12][OH:13])[C@@H:8]([OH:9])[C@H:6]([OH:7])[C@H:4]1N.C[O-].[Na+].C(N(C(C)C)CC)(C)C. Product: [O:2]=[CH:3][CH2:4][C@H:6]([C@@H:8]([C@@H:10]([CH2:12][OH:13])[OH:11])[OH:9])[OH:7]. The catalyst class is: 16. (2) Reactant: [NH2:1][C:2]1[O:3][CH:4]=[C:5]([C:7]2[C:16]3[C:11](=[CH:12][CH:13]=[CH:14][CH:15]=3)[CH:10]=[CH:9][CH:8]=2)[N:6]=1.C(N(CC)CC)C.[C:24](Cl)(=[O:26])[CH3:25].CO. Product: [C:24]([NH:1][C:2]1[O:3][CH:4]=[C:5]([C:7]2[C:16]3[C:11](=[CH:12][CH:13]=[CH:14][CH:15]=3)[CH:10]=[CH:9][CH:8]=2)[N:6]=1)(=[O:26])[CH3:25]. The catalyst class is: 4. (3) Reactant: [O:1]=[C:2]1[C:10]2[C:5](=[CH:6][CH:7]=[CH:8][CH:9]=2)[C:4](=[O:11])[N:3]1[CH2:12][CH2:13][C@H:14]([C@@H:18]([O:35]C=O)[CH2:19][CH2:20][C:21]1[CH:26]=[CH:25][C:24]([C:27]2[CH:32]=[CH:31][C:30]([CH3:33])=[C:29]([F:34])[CH:28]=2)=[CH:23][CH:22]=1)[C:15]([OH:17])=[O:16].C(=O)([O-])[O-].[K+].[K+].S([O-])(O)(=O)=O.[Na+]. Product: [O:1]=[C:2]1[C:10]2[C:5](=[CH:6][CH:7]=[CH:8][CH:9]=2)[C:4](=[O:11])[N:3]1[CH2:12][CH2:13][C@H:14]([C@@H:18]([OH:35])[CH2:19][CH2:20][C:21]1[CH:26]=[CH:25][C:24]([C:27]2[CH:32]=[CH:31][C:30]([CH3:33])=[C:29]([F:34])[CH:28]=2)=[CH:23][CH:22]=1)[C:15]([OH:17])=[O:16]. The catalyst class is: 125. (4) Reactant: [CH3:1][O:2][C:3]([C:5]1[N:6]([C:18]([O:20][C:21]([CH3:24])([CH3:23])[CH3:22])=[O:19])[C:7]2[C:12]([CH:13]=1)=[CH:11][C:10]([CH3:14])=[CH:9][C:8]=2[N+:15]([O-:17])=[O:16])=[O:4].[Br:25]N1C(=O)CCC1=O. Product: [CH3:1][O:2][C:3]([C:5]1[N:6]([C:18]([O:20][C:21]([CH3:24])([CH3:23])[CH3:22])=[O:19])[C:7]2[C:12]([CH:13]=1)=[CH:11][C:10]([CH2:14][Br:25])=[CH:9][C:8]=2[N+:15]([O-:17])=[O:16])=[O:4]. The catalyst class is: 855. (5) Reactant: [CH2:1]([NH:8][C:9](=[O:43])[C@@H:10]([OH:42])[CH:11]([NH:16][C:17](=[O:41])[C@@H:18]([NH:23][C:24](=[O:40])[C@@H:25]([NH:30][C:31](=[O:39])[CH2:32][N:33]1[CH2:38][CH2:37][O:36][CH2:35][CH2:34]1)[C:26]([CH3:29])([CH3:28])[CH3:27])[CH2:19][CH:20]([CH3:22])[CH3:21])[CH2:12][CH2:13][CH2:14][CH3:15])[C:2]1[CH:7]=[CH:6][CH:5]=[CH:4][CH:3]=1.CC(OI1(OC(C)=O)(OC(C)=O)OC(=O)C2C=CC=CC1=2)=O.C([O-])(O)=O.[Na+].[O-]S([O-])(=S)=O.[Na+].[Na+]. Product: [CH2:1]([NH:8][C:9](=[O:43])[C:10](=[O:42])[C@@H:11]([NH:16][C:17](=[O:41])[C@@H:18]([NH:23][C:24](=[O:40])[C@@H:25]([NH:30][C:31](=[O:39])[CH2:32][N:33]1[CH2:38][CH2:37][O:36][CH2:35][CH2:34]1)[C:26]([CH3:28])([CH3:27])[CH3:29])[CH2:19][CH:20]([CH3:21])[CH3:22])[CH2:12][CH2:13][CH2:14][CH3:15])[C:2]1[CH:3]=[CH:4][CH:5]=[CH:6][CH:7]=1. The catalyst class is: 2.